This data is from Catalyst prediction with 721,799 reactions and 888 catalyst types from USPTO. The task is: Predict which catalyst facilitates the given reaction. (1) Reactant: C([Li])CCC.C(NC(C)C)(C)C.[Cl:13][C:14]1[N:19]=[C:18]2[CH:20]=[CH:21][N:22]([S:23]([C:26]3[CH:31]=[CH:30][CH:29]=[CH:28][CH:27]=3)(=[O:25])=[O:24])[C:17]2=[CH:16][CH:15]=1.[C:32]([O:36][C:37](O[C:37]([O:36][C:32]([CH3:35])([CH3:34])[CH3:33])=[O:38])=[O:38])([CH3:35])([CH3:34])[CH3:33]. The catalyst class is: 375. Product: [Cl:13][C:14]1[N:19]=[C:18]2[CH:20]=[C:21]([C:37]([O:36][C:32]([CH3:35])([CH3:34])[CH3:33])=[O:38])[N:22]([S:23]([C:26]3[CH:31]=[CH:30][CH:29]=[CH:28][CH:27]=3)(=[O:25])=[O:24])[C:17]2=[CH:16][CH:15]=1. (2) Reactant: F[B-](F)(F)F.C[O+](C)C.[F:10][C:11]([F:48])([F:47])[C:12]1[CH:13]=[C:14]([C@H:22]([N:24]([CH3:46])[C:25]([N:27]2[CH2:37][CH2:36][C@:30]3([NH:34][C:33](=O)[CH2:32][CH2:31]3)[CH2:29][C@@H:28]2[C:38]2[CH:43]=[CH:42][C:41]([F:44])=[CH:40][C:39]=2[CH3:45])=[O:26])[CH3:23])[CH:15]=[C:16]([C:18]([F:21])([F:20])[F:19])[CH:17]=1.C([BH3-])#N.[Na+].Cl.C([O-])(O)=O.[Na+]. Product: [F:48][C:11]([F:10])([F:47])[C:12]1[CH:13]=[C:14]([C@H:22]([N:24]([CH3:46])[C:25]([N:27]2[CH2:37][CH2:36][C@:30]3([NH:34][CH2:33][CH2:32][CH2:31]3)[CH2:29][C@@H:28]2[C:38]2[CH:43]=[CH:42][C:41]([F:44])=[CH:40][C:39]=2[CH3:45])=[O:26])[CH3:23])[CH:15]=[C:16]([C:18]([F:21])([F:19])[F:20])[CH:17]=1. The catalyst class is: 98. (3) Product: [CH2:1]([O:3][C:4](=[O:37])[CH2:5][C@@H:6]([NH:21][C:22]1[C:27]([C:40]2[CH:41]=[CH:42][CH:43]=[CH:44][C:39]=2[F:38])=[CH:26][N:25]=[C:24]([N:29]([CH:31]2[CH2:32][CH2:33][CH2:34][CH2:35][CH2:36]2)[CH3:30])[N:23]=1)[C:7]1[CH:8]=[CH:9][C:10]([OH:13])=[CH:11][CH:12]=1)[CH3:2]. Reactant: [CH2:1]([O:3][C:4](=[O:37])[CH2:5][C@@H:6]([NH:21][C:22]1[C:27](Br)=[CH:26][N:25]=[C:24]([N:29]([CH:31]2[CH2:36][CH2:35][CH2:34][CH2:33][CH2:32]2)[CH3:30])[N:23]=1)[C:7]1[CH:12]=[CH:11][C:10]([O:13][Si](C(C)(C)C)(C)C)=[CH:9][CH:8]=1)[CH3:2].[F:38][C:39]1[CH:44]=[CH:43][CH:42]=[CH:41][C:40]=1B(O)O.[O-]P([O-])([O-])=O.[K+].[K+].[K+]. The catalyst class is: 128. (4) Reactant: [C:1]([O:5][C:6]([NH:8][C@H:9]1[CH2:13][C@@:12]([CH:18]([CH3:20])[CH3:19])([C:14]([O:16]C)=[O:15])[CH:11]=[CH:10]1)=[O:7])([CH3:4])([CH3:3])[CH3:2].O.[OH-].[Li+]. Product: [C:1]([O:5][C:6]([NH:8][C@H:9]1[CH2:13][C@@:12]([CH:18]([CH3:20])[CH3:19])([C:14]([OH:16])=[O:15])[CH:11]=[CH:10]1)=[O:7])([CH3:4])([CH3:3])[CH3:2]. The catalyst class is: 87. (5) Reactant: [F:1][C:2]1[CH:7]=[CH:6][CH:5]=[CH:4][C:3]=1[C:8](=O)[CH2:9][CH:10]([C:13]#[N:14])[C:11]#[N:12].[ClH:16].C(OCC)(=O)C. Product: [Cl:16][C:11]1[NH:12][C:8]([C:3]2[CH:4]=[CH:5][CH:6]=[CH:7][C:2]=2[F:1])=[CH:9][C:10]=1[C:13]#[N:14]. The catalyst class is: 13. (6) Reactant: [NH2:1][C:2]1[CH:6]=[C:5]([C:7]2[CH:12]=[CH:11][C:10]([F:13])=[CH:9][CH:8]=2)[S:4][C:3]=1[S:14]([NH2:17])(=[O:16])=[O:15].ClS([N:22]=[C:23]=[O:24])(=O)=O.O. Product: [F:13][C:10]1[CH:11]=[CH:12][C:7]([C:5]2[S:4][C:3]([S:14]([NH2:17])(=[O:15])=[O:16])=[C:2]([NH:1][C:23]([NH2:22])=[O:24])[CH:6]=2)=[CH:8][CH:9]=1. The catalyst class is: 2. (7) Product: [CH3:1][O:2][C:3]1[N:4]=[C:5]2[C:10](=[CH:11][CH:12]=1)[N:9]=[CH:8][CH:7]=[C:6]2[NH:13][C:14](=[O:20])[CH2:15][CH2:16][CH2:17][CH:18]=[CH2:19]. The catalyst class is: 2. Reactant: [CH3:1][O:2][C:3]1[N:4]=[C:5]2[C:10](=[CH:11][CH:12]=1)[N:9]=[CH:8][CH:7]=[C:6]2[NH2:13].[C:14](Cl)(=[O:20])[CH2:15][CH2:16][CH2:17][CH:18]=[CH2:19]. (8) Reactant: CC1(C)[C:10]2[C:5](=[CH:6][C:7]([CH3:11])=[CH:8]C=2)[CH:4]([CH2:12][C:13]2C=C[C:16](C)=[CH:15][CH:14]=2)[CH:3]1C.[Cl-].[Cl-].[Cl-].[Al+3].[C:26](Cl)(=[O:28])[CH3:27]. Product: [C:26]([C:6]1[C:7]([CH3:8])([CH3:11])[C:12]2[C:4]([C:5]=1[CH3:10])=[CH:3][C:15]([CH3:16])=[CH:14][CH:13]=2)(=[O:28])[CH3:27]. The catalyst class is: 26. (9) Reactant: [C:1]([OH:5])([CH3:4])([CH3:3])[CH3:2].[Li]CCCC.[I:11][C:12]1[C:13]([O:21][CH3:22])=[C:14]([CH:18]=[CH:19][CH:20]=1)[C:15](Cl)=[O:16]. Product: [I:11][C:12]1[C:13]([O:21][CH3:22])=[C:14]([CH:18]=[CH:19][CH:20]=1)[C:15]([O:5][C:1]([CH3:4])([CH3:3])[CH3:2])=[O:16]. The catalyst class is: 1. (10) Reactant: [Br:1][C:2]1[CH:7]=[CH:6][C:5]([CH:8]2[CH:13]([CH2:14][OH:15])[CH2:12][N:11]([C:16]([O:18][C:19]([CH3:22])([CH3:21])[CH3:20])=[O:17])[CH2:10][CH:9]2[OH:23])=[CH:4][CH:3]=1.[C:24]1([C:30]([C:38]2[CH:43]=[CH:42][CH:41]=[CH:40][CH:39]=2)([C:32]2[CH:37]=[CH:36][CH:35]=[CH:34][CH:33]=2)Cl)[CH:29]=[CH:28][CH:27]=[CH:26][CH:25]=1.C(N(CC)CC)C. Product: [Br:1][C:2]1[CH:3]=[CH:4][C:5]([CH:8]2[CH:13]([CH2:14][O:15][C:30]([C:24]3[CH:29]=[CH:28][CH:27]=[CH:26][CH:25]=3)([C:38]3[CH:39]=[CH:40][CH:41]=[CH:42][CH:43]=3)[C:32]3[CH:33]=[CH:34][CH:35]=[CH:36][CH:37]=3)[CH2:12][N:11]([C:16]([O:18][C:19]([CH3:20])([CH3:22])[CH3:21])=[O:17])[CH2:10][CH:9]2[OH:23])=[CH:6][CH:7]=1. The catalyst class is: 2.